The task is: Predict the product of the given reaction.. This data is from Forward reaction prediction with 1.9M reactions from USPTO patents (1976-2016). Given the reactants [Cl-].[Al+3].[Cl-].[Cl-].[C:5]([N:8]1[C:17]2[C:12](=[CH:13][C:14]([C:18]3[CH:23]=[CH:22][C:21]([CH2:24][N:25]4[CH2:30][CH2:29][CH2:28][CH2:27][CH2:26]4)=[CH:20][CH:19]=3)=[CH:15][CH:16]=2)[C@H:11]([NH:31]C(=O)OC(C)C)[CH2:10][C@@H:9]1[CH3:38])(=[O:7])[CH3:6].C(N(CC)CC)C.CCOC(C)=O, predict the reaction product. The product is: [C:5]([N:8]1[C:17]2[C:12](=[CH:13][C:14]([C:18]3[CH:23]=[CH:22][C:21]([CH2:24][N:25]4[CH2:30][CH2:29][CH2:28][CH2:27][CH2:26]4)=[CH:20][CH:19]=3)=[CH:15][CH:16]=2)[C@H:11]([NH2:31])[CH2:10][C@@H:9]1[CH3:38])(=[O:7])[CH3:6].